The task is: Regression. Given a peptide amino acid sequence and an MHC pseudo amino acid sequence, predict their binding affinity value. This is MHC class I binding data.. This data is from Peptide-MHC class I binding affinity with 185,985 pairs from IEDB/IMGT. (1) The peptide sequence is GEKSRCYSIY. The MHC is HLA-A30:02 with pseudo-sequence HLA-A30:02. The binding affinity (normalized) is 0.255. (2) The peptide sequence is TTFDAEYCR. The MHC is HLA-A03:01 with pseudo-sequence HLA-A03:01. The binding affinity (normalized) is 0.0363. (3) The peptide sequence is KLGGGQHGEV. The MHC is HLA-A02:01 with pseudo-sequence HLA-A02:01. The binding affinity (normalized) is 0.290. (4) The peptide sequence is VLPPLSADL. The MHC is HLA-B27:05 with pseudo-sequence HLA-B27:05. The binding affinity (normalized) is 0.0847. (5) The peptide sequence is DVSLIIEYK. The MHC is HLA-A31:01 with pseudo-sequence HLA-A31:01. The binding affinity (normalized) is 0.604. (6) The peptide sequence is RRQGCWKCGK. The MHC is Mamu-B08 with pseudo-sequence Mamu-B08. The binding affinity (normalized) is 0.720. (7) The peptide sequence is YTVRGTGKY. The binding affinity (normalized) is 0.0847. The MHC is HLA-A02:11 with pseudo-sequence HLA-A02:11.